Dataset: Full USPTO retrosynthesis dataset with 1.9M reactions from patents (1976-2016). Task: Predict the reactants needed to synthesize the given product. (1) Given the product [Si:14]([O:13][C:10]1[CH:11]=[CH:12][C:7]([N:4]2[CH2:5][CH2:6][CH:2]([O:39][C:36]3[CH:37]=[CH:38][C:33]([CH:30]4[CH2:32][CH2:31]4)=[CH:34][CH:35]=3)[C:3]2=[O:23])=[CH:8][C:9]=1[CH2:21][CH3:22])([C:17]([CH3:20])([CH3:19])[CH3:18])([CH3:16])[CH3:15], predict the reactants needed to synthesize it. The reactants are: Br[CH:2]1[CH2:6][CH2:5][N:4]([C:7]2[CH:12]=[CH:11][C:10]([O:13][Si:14]([C:17]([CH3:20])([CH3:19])[CH3:18])([CH3:16])[CH3:15])=[C:9]([CH2:21][CH3:22])[CH:8]=2)[C:3]1=[O:23].C(=O)([O-])[O-].[Cs+].[Cs+].[CH:30]1([C:33]2[CH:38]=[CH:37][C:36]([OH:39])=[CH:35][CH:34]=2)[CH2:32][CH2:31]1. (2) Given the product [CH2:13]([N:3]1[CH2:8][CH2:7][O:6][CH2:5][C:4]1=[O:9])[C:12]#[CH:11], predict the reactants needed to synthesize it. The reactants are: [H-].[Na+].[NH:3]1[CH2:8][CH2:7][O:6][CH2:5][C:4]1=[O:9].Br[CH2:11][C:12]#[CH:13]. (3) Given the product [F:1][C:2]1[CH:28]=[CH:27][C:26]([C:29]([NH:31][C:32]2[CH:37]=[C:36]([CH3:38])[CH:35]=[CH:34][C:33]=2[F:39])=[O:30])=[CH:25][C:3]=1[O:4][C:5]1[CH:10]=[CH:9][N:8]=[C:7]([C:11]2[NH:15][CH:14]=[C:13]([C:16]([NH:18][CH2:19][CH2:20][C:21]([OH:23])=[O:22])=[O:17])[CH:12]=2)[CH:6]=1, predict the reactants needed to synthesize it. The reactants are: [F:1][C:2]1[CH:28]=[CH:27][C:26]([C:29]([NH:31][C:32]2[CH:37]=[C:36]([CH3:38])[CH:35]=[CH:34][C:33]=2[F:39])=[O:30])=[CH:25][C:3]=1[O:4][C:5]1[CH:10]=[CH:9][N:8]=[C:7]([C:11]2[NH:15][CH:14]=[C:13]([C:16]([NH:18][CH2:19][CH2:20][C:21]([O:23]C)=[O:22])=[O:17])[CH:12]=2)[CH:6]=1.[OH-].[Na+].O.Cl. (4) The reactants are: Cl[C:2]1[C:11]2[C:6](=[CH:7][C:8]([O:14][CH2:15][CH2:16][CH2:17][N:18]3[CH2:23][CH2:22][S:21](=[O:25])(=[O:24])[CH2:20][CH2:19]3)=[C:9]([C:12]#[N:13])[CH:10]=2)[N:5]=[CH:4][CH:3]=1.[OH:26][C:27]1[CH:28]=[C:29]2[C:33](=[CH:34][CH:35]=1)[NH:32][CH:31]=[CH:30]2.C(=O)([O-])[O-].[Cs+].[Cs+].O. Given the product [C:12]([C:9]1[CH:10]=[C:11]2[C:6](=[CH:7][C:8]=1[O:14][CH2:15][CH2:16][CH2:17][N:18]1[CH2:23][CH2:22][S:21](=[O:25])(=[O:24])[CH2:20][CH2:19]1)[N:5]=[CH:4][CH:3]=[C:2]2[O:26][C:27]1[CH:28]=[C:29]2[C:33](=[CH:34][CH:35]=1)[NH:32][CH:31]=[CH:30]2)#[N:13], predict the reactants needed to synthesize it.